Dataset: Peptide-MHC class I binding affinity with 185,985 pairs from IEDB/IMGT. Task: Regression. Given a peptide amino acid sequence and an MHC pseudo amino acid sequence, predict their binding affinity value. This is MHC class I binding data. (1) The peptide sequence is NGNFNFERV. The MHC is HLA-B18:01 with pseudo-sequence HLA-B18:01. The binding affinity (normalized) is 0.0847. (2) The peptide sequence is GVIHTNHSDI. The MHC is HLA-A02:03 with pseudo-sequence HLA-A02:03. The binding affinity (normalized) is 0.333. (3) The peptide sequence is EIDETCEHEY. The MHC is HLA-A24:02 with pseudo-sequence HLA-A24:02. The binding affinity (normalized) is 0. (4) The peptide sequence is YSLEYFQFV. The MHC is HLA-A02:01 with pseudo-sequence HLA-A02:01. The binding affinity (normalized) is 0.622. (5) The peptide sequence is EENLIDFAS. The MHC is HLA-A01:01 with pseudo-sequence HLA-A01:01. The binding affinity (normalized) is 0.0847. (6) The peptide sequence is DVQRTRCKYV. The MHC is HLA-A68:02 with pseudo-sequence HLA-A68:02. The binding affinity (normalized) is 0.327. (7) The peptide sequence is TMADLVYALR. The MHC is HLA-A31:01 with pseudo-sequence HLA-A31:01. The binding affinity (normalized) is 0.593. (8) The peptide sequence is VPADHRLAF. The MHC is HLA-A02:01 with pseudo-sequence HLA-A02:01. The binding affinity (normalized) is 0.0847. (9) The peptide sequence is AFVRFSTDK. The MHC is H-2-Db with pseudo-sequence H-2-Db. The binding affinity (normalized) is 0. (10) The peptide sequence is EEYVEIRRV. The MHC is Patr-B2401 with pseudo-sequence Patr-B2401. The binding affinity (normalized) is 0.